From a dataset of Catalyst prediction with 721,799 reactions and 888 catalyst types from USPTO. Predict which catalyst facilitates the given reaction. (1) Reactant: [F:1][C:2]1[CH:3]=[C:4]([CH:7]=[C:8]([F:32])[C:9]=1[N:10]1[C:18]2[CH:17]=[CH:16][NH:15][C:14](=[O:19])[C:13]=2[C:12]([C:20]2[CH:25]=[CH:24][C:23]([N:26]3[CH2:31][CH2:30][O:29][CH2:28][CH2:27]3)=[CH:22][CH:21]=2)=[N:11]1)[C:5]#[N:6].CS(C)=[O:35].C(=O)([O-])[O-].[K+].[K+].OO. Product: [F:32][C:8]1[CH:7]=[C:4]([CH:3]=[C:2]([F:1])[C:9]=1[N:10]1[C:18]2[CH:17]=[CH:16][NH:15][C:14](=[O:19])[C:13]=2[C:12]([C:20]2[CH:21]=[CH:22][C:23]([N:26]3[CH2:31][CH2:30][O:29][CH2:28][CH2:27]3)=[CH:24][CH:25]=2)=[N:11]1)[C:5]([NH2:6])=[O:35]. The catalyst class is: 6. (2) Reactant: [C:1]([CH2:3][C:4]([N:6]1[CH2:10][CH2:9][CH2:8][C@@H:7]1[CH2:11][N:12]1[C:16]2[CH:17]=[CH:18][CH:19]=[CH:20][C:15]=2[N:14]=[C:13]1[NH:21][C:22]([C:24]1[S:25][C:26]([C:29]2[CH:30]=[N:31][NH:32][CH:33]=2)=[CH:27][CH:28]=1)=[O:23])=[O:5])#[N:2].N1CCCCC1.[CH3:40][C:41]([N:45]1[CH2:50][CH2:49][O:48][CH2:47][CH2:46]1)([CH3:44])[CH:42]=O. Product: [C:1]([C:3](=[CH:40][C:41]([CH3:44])([N:45]1[CH2:50][CH2:49][O:48][CH2:47][CH2:46]1)[CH3:42])[C:4]([N:6]1[CH2:10][CH2:9][CH2:8][C@@H:7]1[CH2:11][N:12]1[C:16]2[CH:17]=[CH:18][CH:19]=[CH:20][C:15]=2[N:14]=[C:13]1[NH:21][C:22]([C:24]1[S:25][C:26]([C:29]2[CH:30]=[N:31][NH:32][CH:33]=2)=[CH:27][CH:28]=1)=[O:23])=[O:5])#[N:2]. The catalyst class is: 61. (3) Reactant: [Br:1][C:2]1[CH:7]=[CH:6][CH:5]=[CH:4][C:3]=1[C:8]1[C:15]2[S:14][C:13]([NH2:16])=[N:12][C:11]=2[NH:10][N:9]=1.Cl.[N:18]1([CH2:24][C:25]2[O:29][C:28]([C:30](Cl)=[O:31])=[CH:27][CH:26]=2)[CH2:23][CH2:22][O:21][CH2:20][CH2:19]1.C(O)C(N)(CO)CO. Product: [Br:1][C:2]1[CH:7]=[CH:6][CH:5]=[CH:4][C:3]=1[C:8]1[C:15]2[S:14][C:13]([NH:16][C:30]([C:28]3[O:29][C:25]([CH2:24][N:18]4[CH2:19][CH2:20][O:21][CH2:22][CH2:23]4)=[CH:26][CH:27]=3)=[O:31])=[N:12][C:11]=2[NH:10][N:9]=1. The catalyst class is: 251. (4) Reactant: [N:1]1([CH2:14][CH2:15][CH2:16][CH:17]=[O:18])[C:13]2[C:12]3[CH:11]=[CH:10][CH:9]=[CH:8][C:7]=3[N:6]=[CH:5][C:4]=2[N:3]=[CH:2]1.[C:19]1([Mg]Br)[CH:24]=[CH:23][CH:22]=[CH:21][CH:20]=1. Product: [N:1]1([CH2:14][CH2:15][CH2:16][CH:17]([C:19]2[CH:24]=[CH:23][CH:22]=[CH:21][CH:20]=2)[OH:18])[C:13]2[C:12]3[CH:11]=[CH:10][CH:9]=[CH:8][C:7]=3[N:6]=[CH:5][C:4]=2[N:3]=[CH:2]1. The catalyst class is: 1. (5) Reactant: [CH2:1]([O:3][C:4]([N:6]1[C:15]2[C:10](=[N:11][C:12]([O:16][CH3:17])=[CH:13][CH:14]=2)[C@@H:9]([NH:18][C:19]2[N:24]=[C:23]([CH2:25][C:26]3[CH:31]=[C:30]([C:32]([F:35])([F:34])[F:33])[CH:29]=[C:28]([C:36]([F:39])([F:38])[F:37])[CH:27]=3)[C:22]([C:40]3[CH:41]=[N:42][CH:43]=[C:44]([CH:46]=[O:47])[CH:45]=3)=[CH:21][N:20]=2)[CH2:8][C@H:7]1[CH2:48][CH3:49])=[O:5])[CH3:2].[H-].C([Al+]CC(C)C)C(C)C.O1CCCC1.[Cl-].[NH4+]. Product: [CH2:1]([O:3][C:4]([N:6]1[C:15]2[C:10](=[N:11][C:12]([O:16][CH3:17])=[CH:13][CH:14]=2)[C@@H:9]([NH:18][C:19]2[N:24]=[C:23]([CH2:25][C:26]3[CH:27]=[C:28]([C:36]([F:37])([F:38])[F:39])[CH:29]=[C:30]([C:32]([F:33])([F:35])[F:34])[CH:31]=3)[C:22]([C:40]3[CH:41]=[N:42][CH:43]=[C:44]([CH2:46][OH:47])[CH:45]=3)=[CH:21][N:20]=2)[CH2:8][C@H:7]1[CH2:48][CH3:49])=[O:5])[CH3:2]. The catalyst class is: 7. (6) Reactant: N1[C:6]2[CH2:7][CH2:8][CH2:9][CH2:10][C:5]=2[N:4]=[C:3]([C:11]([O:13][CH2:14][CH3:15])=[O:12])N=1.C(O)(=O)[C:17]1[C:18](=[CH:20][CH:21]=[CH:22][CH:23]=1)N.C(ON=O)CC(C)C. Product: [CH2:7]1[C:6]2[C:5](=[N:4][C:3]([C:11]([O:13][CH2:14][CH3:15])=[O:12])=[C:17]3[C:18]=2[CH:20]=[CH:21][CH:22]=[CH:23]3)[CH2:10][CH2:9][CH2:8]1. The catalyst class is: 472.